From a dataset of Forward reaction prediction with 1.9M reactions from USPTO patents (1976-2016). Predict the product of the given reaction. (1) Given the reactants [CH2:1]([O:3][C:4](=[O:33])[CH2:5][C:6]1[CH:7]=[C:8]([C:16]2[CH:21]=[CH:20][C:19]([C:22]([F:25])([F:24])[F:23])=[CH:18][C:17]=2[CH2:26][N:27]([C:30](=[O:32])[CH3:31])[CH2:28][CH3:29])[CH:9]=[C:10]([C:12]([F:15])([F:14])[F:13])[CH:11]=1)[CH3:2].I[CH3:35], predict the reaction product. The product is: [CH2:1]([O:3][C:4](=[O:33])[CH:5]([C:6]1[CH:7]=[C:8]([C:16]2[CH:21]=[CH:20][C:19]([C:22]([F:23])([F:24])[F:25])=[CH:18][C:17]=2[CH2:26][N:27]([C:30](=[O:32])[CH3:31])[CH2:28][CH3:29])[CH:9]=[C:10]([C:12]([F:15])([F:14])[F:13])[CH:11]=1)[CH3:35])[CH3:2]. (2) Given the reactants C(NC1C=C(C=CC=1)C(N[C:12]1[CH:17]=[C:16]([C:18]2[NH:26][C:25]3[C:24]4([CH2:31][CH2:30][CH2:29][NH:28][CH2:27]4)[CH2:23][NH:22][C:21](=[O:32])[C:20]=3[CH:19]=2)[CH:15]=[CH:14][N:13]=1)=O)(=O)C=C.[CH3:36][N:37]([CH3:53])[CH2:38][CH2:39][O:40][C:41]1[CH:49]=[CH:48][C:44]([C:45]([NH2:47])=[O:46])=[C:43]([N+:50]([O-])=O)[CH:42]=1, predict the reaction product. The product is: [C:21]([NH:50][C:43]1[CH:42]=[C:41]([O:40][CH2:39][CH2:38][N:37]([CH3:53])[CH3:36])[CH:49]=[CH:48][C:44]=1[C:45]([NH:47][C:12]1[CH:17]=[C:16]([C:18]2[NH:26][C:25]3[C:24]4([CH2:31][CH2:30][CH2:29][NH:28][CH2:27]4)[CH2:23][NH:22][C:21](=[O:32])[C:20]=3[CH:19]=2)[CH:15]=[CH:14][N:13]=1)=[O:46])(=[O:32])[CH:20]=[CH2:19]. (3) Given the reactants C1CN([P+](ON2N=NC3C=CC=CC2=3)(N2CCCC2)N2CCCC2)CC1.F[P-](F)(F)(F)(F)F.C(N(CC)C(C)C)(C)C.[Cl:43][C:44]1[CH:45]=[CH:46][C:47]2[N:53]3[C:54]([CH:57]([CH3:59])[CH3:58])=[N:55][N:56]=[C:52]3[CH:51]([CH2:60][C:61](O)=[O:62])[O:50][CH:49]([C:64]3[CH:69]=[CH:68][CH:67]=[C:66]([O:70][CH3:71])[C:65]=3[O:72][CH3:73])[C:48]=2[CH:74]=1.[OH:75][CH2:76][C@H:77]1[CH2:81][CH2:80][CH2:79][NH:78]1, predict the reaction product. The product is: [Cl:43][C:44]1[CH:45]=[CH:46][C:47]2[N:53]3[C:54]([CH:57]([CH3:58])[CH3:59])=[N:55][N:56]=[C:52]3[CH:51]([CH2:60][C:61]([N:78]3[CH2:79][CH2:80][CH2:81][C@@H:77]3[CH2:76][OH:75])=[O:62])[O:50][CH:49]([C:64]3[CH:69]=[CH:68][CH:67]=[C:66]([O:70][CH3:71])[C:65]=3[O:72][CH3:73])[C:48]=2[CH:74]=1.